Dataset: Reaction yield outcomes from USPTO patents with 853,638 reactions. Task: Predict the reaction yield, written as a fraction of the theoretical maximum amount of product (1.0 means a 100% yield; for example, 0.34 means a 34% yield). (1) The reactants are [C:1]([S:14]([NH2:17])(=[O:16])=[O:15])([C:4]([C:7]([C:10]([F:13])([F:12])[F:11])([F:9])[F:8])([F:6])[F:5])([F:3])[F:2].[OH-].[Na+].Cl[CH2:21][C:22]([O:24][Na:25])=[O:23]. The catalyst is O. The product is [C:1]([S:14]([NH:17][CH2:21][C:22]([O:24][Na:25])=[O:23])(=[O:16])=[O:15])([C:4]([C:7]([C:10]([F:13])([F:11])[F:12])([F:9])[F:8])([F:6])[F:5])([F:3])[F:2]. The yield is 0.740. (2) The reactants are C([O:5][C:6]([CH:8]1[CH:12]([C:13]2[CH:18]=[CH:17][CH:16]=[C:15]([Cl:19])[C:14]=2[F:20])[C:11]([C:23]2[CH:28]=[CH:27][C:26]([Cl:29])=[CH:25][CH:24]=2)([C:21]#[N:22])[CH:10]([CH2:30][C:31]([CH3:34])([CH3:33])[CH3:32])[NH:9]1)=[O:7])(C)(C)C.[F:35][C:36]([F:41])([F:40])[C:37]([OH:39])=[O:38]. The catalyst is ClCCl. The product is [F:35][C:36]([F:41])([F:40])[C:37]([OH:39])=[O:38].[Cl:19][C:15]1[C:14]([F:20])=[C:13]([CH:12]2[C:11]([C:23]3[CH:28]=[CH:27][C:26]([Cl:29])=[CH:25][CH:24]=3)([C:21]#[N:22])[CH:10]([CH2:30][C:31]([CH3:34])([CH3:32])[CH3:33])[NH:9][CH:8]2[C:6]([OH:7])=[O:5])[CH:18]=[CH:17][CH:16]=1. The yield is 1.00. (3) The reactants are [CH3:1][C:2]1[N:7]=[C:6]([NH:8][C:9]2[C:10](=[O:25])[N:11]([CH3:24])[CH:12]=[C:13](B3OC(C)(C)C(C)(C)O3)[CH:14]=2)[CH:5]=[C:4]([CH3:26])[N:3]=1.Cl[C:28]1[CH:33]=[CH:32][N:31]=[C:30]([N:34]2[CH2:45][CH2:44][N:43]3[C:36](=[CH:37][C:38]4[CH2:39][C:40]([CH3:47])([CH3:46])[CH2:41][C:42]=43)[C:35]2=[O:48])[C:29]=1[CH:49]=[O:50].C([O-])(=O)C.[Na+].[O-]P([O-])([O-])=O.[K+].[K+].[K+]. The catalyst is C1C=CC(P(C2C=CC=CC=2)[C-]2C=CC=C2)=CC=1.C1C=CC(P(C2C=CC=CC=2)[C-]2C=CC=C2)=CC=1.Cl[Pd]Cl.[Fe+2].C(#N)C.O. The product is [CH3:46][C:40]1([CH3:47])[CH2:39][C:38]2[CH:37]=[C:36]3[N:43]([CH2:44][CH2:45][N:34]([C:30]4[C:29]([CH:49]=[O:50])=[C:28]([C:13]5[CH:14]=[C:9]([NH:8][C:6]6[CH:5]=[C:4]([CH3:26])[N:3]=[C:2]([CH3:1])[N:7]=6)[C:10](=[O:25])[N:11]([CH3:24])[CH:12]=5)[CH:33]=[CH:32][N:31]=4)[C:35]3=[O:48])[C:42]=2[CH2:41]1. The yield is 0.800. (4) The reactants are [CH2:1]([N:8]1[C:12]2=[N:13][CH:14]=[C:15]([NH:25][CH3:26])[C:16]([C:17]3[CH:22]=[CH:21][C:20]([F:23])=[CH:19][C:18]=3[CH3:24])=[C:11]2[CH:10]=[N:9]1)[C:2]1[CH:7]=[CH:6][CH:5]=[CH:4][CH:3]=1.CCN(C(C)C)C(C)C.[F:36][C:37]([F:55])([F:54])[C:38]1[CH:39]=[C:40]([C:48]([CH3:53])([CH3:52])[C:49](Cl)=[O:50])[CH:41]=[C:42]([C:44]([F:47])([F:46])[F:45])[CH:43]=1. The catalyst is C(Cl)Cl. The product is [CH2:1]([N:8]1[C:12]2=[N:13][CH:14]=[C:15]([N:25]([CH3:26])[C:49](=[O:50])[C:48]([C:40]3[CH:39]=[C:38]([C:37]([F:55])([F:54])[F:36])[CH:43]=[C:42]([C:44]([F:47])([F:46])[F:45])[CH:41]=3)([CH3:53])[CH3:52])[C:16]([C:17]3[CH:22]=[CH:21][C:20]([F:23])=[CH:19][C:18]=3[CH3:24])=[C:11]2[CH:10]=[N:9]1)[C:2]1[CH:7]=[CH:6][CH:5]=[CH:4][CH:3]=1. The yield is 0.830. (5) The reactants are [C:1]1([CH:7]2[CH2:11][CH2:10][NH:9][CH2:8]2)[CH:6]=[CH:5][CH:4]=[CH:3][CH:2]=1.[CH:12]([C:14]1[CH:28]=[CH:27][C:17]([O:18][C:19]2[CH:26]=[CH:25][C:22]([C:23]#[N:24])=[CH:21][N:20]=2)=[C:16]([Cl:29])[CH:15]=1)=O.C(O[BH-](OC(=O)C)OC(=O)C)(=O)C.[Na+].C(O)(=O)C. The catalyst is ClCCCl.C(OCC)(=O)C. The product is [Cl:29][C:16]1[CH:15]=[C:14]([CH2:12][N:9]2[CH2:10][CH2:11][CH:7]([C:1]3[CH:6]=[CH:5][CH:4]=[CH:3][CH:2]=3)[CH2:8]2)[CH:28]=[CH:27][C:17]=1[O:18][C:19]1[CH:26]=[CH:25][C:22]([C:23]#[N:24])=[CH:21][N:20]=1. The yield is 0.540. (6) The reactants are [F:1][C:2]1[CH:9]=[CH:8][C:5]([CH:6]=O)=[C:4]([S:10][CH3:11])[CH:3]=1.Cl.[CH3:13][O:14][NH2:15].C([O-])(=O)C.[Na+].O. The catalyst is CCOCC.C1COCC1. The product is [CH3:13][O:14][N:15]=[CH:6][C:5]1[CH:8]=[CH:9][C:2]([F:1])=[CH:3][C:4]=1[S:10][CH3:11]. The yield is 0.990. (7) The reactants are Cl.[CH3:2][O:3][C:4](=[O:11])[C@H:5]([CH2:7][CH:8]([CH3:10])[CH3:9])[NH2:6].C([O:14][C:15](=O)/[CH:16]=[C:17](/[O:20][C:21]1[C:26]([F:27])=[CH:25][CH:24]=[C:23]([O:28][CH2:29][CH3:30])[C:22]=1[F:31])\[CH2:18]Br)C.C(N(CC)C(C)C)(C)C.C(OCC)(=O)C. The catalyst is C(#N)C. The product is [CH3:2][O:3][C:4](=[O:11])[C@@H:5]([N:6]1[CH2:18][C:17]([O:20][C:21]2[C:26]([F:27])=[CH:25][CH:24]=[C:23]([O:28][CH2:29][CH3:30])[C:22]=2[F:31])=[CH:16][C:15]1=[O:14])[CH2:7][CH:8]([CH3:10])[CH3:9]. The yield is 0.280. (8) The reactants are [CH3:1][C:2]1[C:3]([N+:12]([O-:14])=[O:13])=[C:4]2[C:9](=[CH:10][CH:11]=1)[CH:8]=[N:7][CH:6]=[CH:5]2.C1C=C(Cl)C=C(C(OO)=[O:23])C=1.[OH-].[Na+]. The catalyst is ClCCl. The product is [CH3:1][C:2]1[C:3]([N+:12]([O-:14])=[O:13])=[C:4]2[C:9](=[CH:10][CH:11]=1)[CH:8]=[N+:7]([O-:23])[CH:6]=[CH:5]2. The yield is 0.990. (9) The yield is 0.450. The product is [CH3:23][C:21]1([CH3:24])[O:20][N:19]=[C:18]([S:15][CH2:2][C:3]2[O:7][N:6]=[C:5]([O:8][CH3:9])[CH:4]=2)[CH2:22]1. The catalyst is C(O)C. The reactants are Br[CH2:2][C:3]1[O:7][N:6]=[C:5]([O:8][CH3:9])[CH:4]=1.NC(N)=S.C[S:15]([C:18]1[CH2:22][C:21]([CH3:24])([CH3:23])[O:20][N:19]=1)(=O)=O.C(=O)([O-])[O-].[K+].[K+]. (10) The catalyst is C(O)C. The yield is 0.470. The reactants are [CH3:1][C:2]1[C:7]([C:8]([F:11])([F:10])[F:9])=[CH:6][CH:5]=[CH:4][C:3]=1[CH2:12][CH:13]([C:16]#[N:17])[C:14]#[N:15].O.[NH2:19][NH2:20]. The product is [CH3:1][C:2]1[C:7]([C:8]([F:9])([F:10])[F:11])=[CH:6][CH:5]=[CH:4][C:3]=1[CH2:12][C:13]1[C:16]([NH2:17])=[N:19][NH:20][C:14]=1[NH2:15].